From a dataset of Forward reaction prediction with 1.9M reactions from USPTO patents (1976-2016). Predict the product of the given reaction. (1) The product is: [CH3:6][C:7]12[CH2:16][CH2:15][C:14]3[CH:9]([O:10][CH2:11][C:12]4[C:13]=3[CH2:17][CH2:18][C:19](=[O:21])[CH:20]=4)[CH:8]1[CH2:23][CH2:24][C:25]2=[O:26]. Given the reactants C[O-].[Na+].CO.[CH3:6][C:7]12[C:25](=[O:26])[CH2:24][CH2:23][CH:8]1[CH:9]1[C:14]([CH2:15][CH2:16]2)=[C:13]([CH2:17][CH2:18][C:19](=[O:21])[CH3:20])[C:12](=O)[CH2:11][O:10]1, predict the reaction product. (2) Given the reactants [H-].[Na+].[NH2:3][C:4]1[N:9]=[C:8]([OH:10])[CH:7]=[C:6]([NH2:11])[N:5]=1.[CH:12](Br)([CH3:14])[CH3:13].CO, predict the reaction product. The product is: [CH:12]([O:10][C:8]1[N:9]=[C:4]([NH2:3])[N:5]=[C:6]([NH2:11])[CH:7]=1)([CH3:14])[CH3:13]. (3) Given the reactants [Cl:1][C:2]1[CH:3]=[C:4]([C:9]2([C:27]([F:30])([F:29])[F:28])[O:13][N:12]=[C:11]([C:14]3[CH:19]=[CH:18][C:17]([NH:20][C:21](=O)[C:22]([F:25])([F:24])[F:23])=[CH:16][CH:15]=3)[CH2:10]2)[CH:5]=[C:6]([Cl:8])[CH:7]=1.C1(P(C2C=CC=CC=2)C2C=CC=CC=2)C=CC=CC=1.C(Cl)(Cl)(Cl)[Cl:51], predict the reaction product. The product is: [Cl:1][C:2]1[CH:3]=[C:4]([C:9]2([C:27]([F:30])([F:29])[F:28])[O:13][N:12]=[C:11]([C:14]3[CH:19]=[CH:18][C:17]([N:20]=[C:21]([Cl:51])[C:22]([F:25])([F:24])[F:23])=[CH:16][CH:15]=3)[CH2:10]2)[CH:5]=[C:6]([Cl:8])[CH:7]=1. (4) Given the reactants [CH:1]1([C:4]2[N:5]=[CH:6][C:7]([C:15]([OH:17])=O)=[N:8][C:9]=2[O:10][CH2:11][CH:12]2[CH2:14][CH2:13]2)[CH2:3][CH2:2]1.[NH2:18][CH:19]([C:22]([CH3:25])([CH3:24])[CH3:23])[CH2:20][OH:21], predict the reaction product. The product is: [OH:21][CH2:20][CH:19]([NH:18][C:15]([C:7]1[CH:6]=[N:5][C:4]([CH:1]2[CH2:2][CH2:3]2)=[C:9]([O:10][CH2:11][CH:12]2[CH2:13][CH2:14]2)[N:8]=1)=[O:17])[C:22]([CH3:25])([CH3:24])[CH3:23]. (5) Given the reactants [F:1][C:2]1[CH:3]=[C:4]([C:8]2[C@:9]3([CH2:25][CH2:24][C@H:23]4[C@@H:14]([CH2:15][CH2:16][C:17]5[CH:18]=[C:19]([CH2:26][CH2:27][C:28]([O:30]CC)=[O:29])[CH:20]=[CH:21][C:22]=54)[C@@H:11]3[CH2:12][CH:13]=2)[CH3:10])[CH:5]=[N:6][CH:7]=1.C1COCC1.[OH-].[Na+].C(O)(=O)CC(CC(O)=O)(C(O)=O)O, predict the reaction product. The product is: [F:1][C:2]1[CH:3]=[C:4]([C:8]2[C@:9]3([CH2:25][CH2:24][C@H:23]4[C@@H:14]([CH2:15][CH2:16][C:17]5[CH:18]=[C:19]([CH2:26][CH2:27][C:28]([OH:30])=[O:29])[CH:20]=[CH:21][C:22]=54)[C@@H:11]3[CH2:12][CH:13]=2)[CH3:10])[CH:5]=[N:6][CH:7]=1. (6) The product is: [Cl:21][C:19]1[C:11]2[C:5](=[CH:4][C:3]([O:2][CH3:1])=[CH:13][CH:12]=2)[CH:6]=[CH:7][N:16]=1. Given the reactants [CH3:1][O:2][C:3]1[CH:4]=[C:5]([CH:11]=[CH:12][CH:13]=1)[CH:6]=[CH:7]C(O)=O.C([N:16]([CH2:19]C)CC)C.[Cl:21]C(OCC)=O.[N-]=[N+]=[N-].[Na+], predict the reaction product. (7) Given the reactants [O:1]=[C:2]1[N:8]([CH:9]2[CH2:14][CH2:13][N:12]([C:15]([O:17][C@@H:18]([C:29]([O:31][CH3:32])=[O:30])[CH2:19][C:20]3[CH:25]=[C:24]([CH3:26])[C:23]([NH2:27])=[C:22]([NH2:28])[CH:21]=3)=[O:16])[CH2:11][CH2:10]2)[CH2:7][CH2:6][C:5]2[CH:33]=[CH:34][CH:35]=[CH:36][C:4]=2[NH:3]1.[CH3:37][O:38][C:39](OC)(OC)OC.O.C1(C)C(S(O)(=O)=O)=CC=CC=1, predict the reaction product. The product is: [O:1]=[C:2]1[N:8]([CH:9]2[CH2:10][CH2:11][N:12]([C:15]([O:17][C@@H:18]([C:29]([O:31][CH3:32])=[O:30])[CH2:19][C:20]3[CH:25]=[C:24]([CH3:26])[C:23]4[NH:27][C:37]([O:38][CH3:39])=[N:28][C:22]=4[CH:21]=3)=[O:16])[CH2:13][CH2:14]2)[CH2:7][CH2:6][C:5]2[CH:33]=[CH:34][CH:35]=[CH:36][C:4]=2[NH:3]1.